From a dataset of Forward reaction prediction with 1.9M reactions from USPTO patents (1976-2016). Predict the product of the given reaction. Given the reactants [N:1]1[C:10]2[C:5](=[CH:6][N:7]=[CH:8][CH:9]=2)[CH:4]=[CH:3][C:2]=1[C:11]([OH:13])=O.O.ON1C2C=CC=CC=2N=N1.[F:25][C:26]1[CH:33]=[CH:32][CH:31]=[CH:30][C:27]=1[CH2:28][NH2:29].CCCCCC.C(OCC)(=O)C, predict the reaction product. The product is: [F:25][C:26]1[CH:33]=[CH:32][CH:31]=[CH:30][C:27]=1[CH2:28][NH:29][C:11]([C:2]1[CH:3]=[CH:4][C:5]2[C:10](=[CH:9][CH:8]=[N:7][CH:6]=2)[N:1]=1)=[O:13].